Dataset: Forward reaction prediction with 1.9M reactions from USPTO patents (1976-2016). Task: Predict the product of the given reaction. Given the reactants [C:1]([NH:4][C:5]1[CH:10]=[CH:9][C:8]([CH2:11][C:12]([CH:14]2[CH2:19][CH2:18][N:17]([C:20]([O:22][C:23]([CH3:26])([CH3:25])[CH3:24])=[O:21])[CH2:16][CH2:15]2)=[O:13])=[CH:7][CH:6]=1)(=[O:3])[CH3:2].[BH4-].[Na+], predict the reaction product. The product is: [C:1]([NH:4][C:5]1[CH:10]=[CH:9][C:8]([CH2:11][CH:12]([CH:14]2[CH2:19][CH2:18][N:17]([C:20]([O:22][C:23]([CH3:26])([CH3:25])[CH3:24])=[O:21])[CH2:16][CH2:15]2)[OH:13])=[CH:7][CH:6]=1)(=[O:3])[CH3:2].